The task is: Predict the product of the given reaction.. This data is from Forward reaction prediction with 1.9M reactions from USPTO patents (1976-2016). (1) Given the reactants C([O:8][C:9]1[CH:25]=[CH:24][C:12]([C:13]([NH:15][NH:16][C:17]([O:19][C:20]([CH3:23])([CH3:22])[CH3:21])=[O:18])=[O:14])=[CH:11][CH:10]=1)C1C=CC=CC=1, predict the reaction product. The product is: [OH:8][C:9]1[CH:10]=[CH:11][C:12]([C:13]([NH:15][NH:16][C:17]([O:19][C:20]([CH3:21])([CH3:23])[CH3:22])=[O:18])=[O:14])=[CH:24][CH:25]=1. (2) Given the reactants [Cl:1][C:2]1[CH:3]=[C:4]([CH:8]=[CH:9][C:10]=1[C:11](=[O:26])[NH:12][C:13]1[CH:18]=[CH:17][C:16]([Cl:19])=[C:15]([C:20]2[CH:25]=[CH:24][CH:23]=[CH:22][N:21]=2)[CH:14]=1)[C:5](O)=[O:6].[OH:27][CH2:28][CH2:29][N:30]1[CH2:35][CH2:34][NH:33][CH2:32][CH2:31]1, predict the reaction product. The product is: [Cl:1][C:2]1[CH:3]=[C:4]([C:5]([N:33]2[CH2:34][CH2:35][N:30]([CH2:29][CH2:28][OH:27])[CH2:31][CH2:32]2)=[O:6])[CH:8]=[CH:9][C:10]=1[C:11]([NH:12][C:13]1[CH:18]=[CH:17][C:16]([Cl:19])=[C:15]([C:20]2[CH:25]=[CH:24][CH:23]=[CH:22][N:21]=2)[CH:14]=1)=[O:26]. (3) Given the reactants Cl[CH2:2][C:3]([NH:5][C:6]1[C:11]([OH:12])=[CH:10][CH:9]=[CH:8][C:7]=1[OH:13])=[O:4].C(=O)([O-])[O-].[K+].[K+].O, predict the reaction product. The product is: [OH:12][C:11]1[C:6]2[NH:5][C:3](=[O:4])[CH2:2][O:13][C:7]=2[CH:8]=[CH:9][CH:10]=1. (4) Given the reactants Br[CH2:2][C:3]#[CH:4].[CH3:5][N:6]1[CH2:11][CH2:10][NH:9][CH2:8][CH2:7]1.C([O-])([O-])=O.[K+].[K+], predict the reaction product. The product is: [CH3:5][N:6]1[CH2:11][CH2:10][N:9]([CH2:2][C:3]#[CH:4])[CH2:8][CH2:7]1. (5) Given the reactants B.C1COCC1.[Cl:7][C:8]1[C:15]([F:16])=[CH:14][CH:13]=[CH:12][C:9]=1[C:10]#[N:11].Cl, predict the reaction product. The product is: [Cl:7][C:8]1[C:15]([F:16])=[CH:14][CH:13]=[CH:12][C:9]=1[CH2:10][NH2:11].